Dataset: Reaction yield outcomes from USPTO patents with 853,638 reactions. Task: Predict the reaction yield, written as a fraction of the theoretical maximum amount of product (1.0 means a 100% yield; for example, 0.34 means a 34% yield). The reactants are [Cl:1][C:2]1[CH:11]=[CH:10][C:9]([OH:12])=[CH:8][C:3]=1[C:4](OC)=[O:5].[NH3:13]. No catalyst specified. The product is [Cl:1][C:2]1[CH:11]=[CH:10][C:9]([OH:12])=[CH:8][C:3]=1[C:4]([NH2:13])=[O:5]. The yield is 0.660.